From a dataset of Reaction yield outcomes from USPTO patents with 853,638 reactions. Predict the reaction yield, written as a fraction of the theoretical maximum amount of product (1.0 means a 100% yield; for example, 0.34 means a 34% yield). (1) The reactants are [CH2:1]([O:8][C:9](=[O:28])[C@@H:10]([NH:15][C:16](=[O:27])[C@@H:17]([NH:19][C:20]([O:22]C(C)(C)C)=O)[CH3:18])[CH2:11][CH:12]([CH3:14])[CH3:13])[C:2]1[CH:7]=[CH:6][CH:5]=[CH:4][CH:3]=1.FC(F)(F)C(O)=O.C(N(CC)C(C)C)(C)C.[CH3:45][N:46]1[C:50](C(O)=O)=[CH:49][CH:48]=[N:47]1.CN(C(ON1N=NC2C=CC=NC1=2)=[N+](C)C)C.F[P-](F)(F)(F)(F)F. The catalyst is ClCCl. The product is [CH2:1]([O:8][C:9](=[O:28])[C@@H:10]([NH:15][C:16](=[O:27])[C@@H:17]([NH:19][C:20]([C:50]1[N:46]([CH3:45])[N:47]=[CH:48][CH:49]=1)=[O:22])[CH3:18])[CH2:11][CH:12]([CH3:13])[CH3:14])[C:2]1[CH:3]=[CH:4][CH:5]=[CH:6][CH:7]=1. The yield is 0.990. (2) The yield is 0.110. The product is [CH3:23][N:12]([CH2:11][C:9]1[N:10]=[C:6]2[CH:5]=[CH:4][CH:3]=[C:2]([N:28]3[CH2:29][CH2:30][N:25]([CH3:24])[CH2:26][CH2:27]3)[N:7]2[CH:8]=1)[CH:13]1[C:18]2=[N:19][CH:20]=[CH:21][CH:22]=[C:17]2[O:16][CH2:15][CH2:14]1. The catalyst is CN1CCCC1=O. The reactants are F[C:2]1[N:7]2[CH:8]=[C:9]([CH2:11][N:12]([CH3:23])[CH:13]3[C:18]4=[N:19][CH:20]=[CH:21][CH:22]=[C:17]4[O:16][CH2:15][CH2:14]3)[N:10]=[C:6]2[CH:5]=[CH:4][CH:3]=1.[CH3:24][N:25]1[CH2:30][CH2:29][NH:28][CH2:27][CH2:26]1. (3) The product is [C:18]([C:21]1[CH:28]=[CH:27][C:24]([C:25]#[N:26])=[CH:23][C:22]=1[O:17][C:14]1[CH:13]=[CH:12][C:11]([CH:10]=[CH:9][CH2:8][O:7][CH:4]2[CH2:3][CH2:2][O:1][CH2:6][CH2:5]2)=[CH:16][CH:15]=1)(=[O:20])[CH3:19]. The yield is 1.00. The reactants are [O:1]1[CH2:6][CH2:5][CH:4]([O:7][CH2:8][CH:9]=[CH:10][C:11]2[CH:16]=[CH:15][C:14]([OH:17])=[CH:13][CH:12]=2)[CH2:3][CH2:2]1.[C:18]([C:21]1[CH:28]=[CH:27][C:24]([C:25]#[N:26])=[CH:23][C:22]=1F)(=[O:20])[CH3:19]. No catalyst specified. (4) The reactants are [I:1][C:2]1[CH:9]=[C:6]([CH:7]=[O:8])[C:5]([OH:10])=[CH:4][CH:3]=1.[O:11]1[CH2:16][CH2:15][CH:14](OS(C)(=O)=O)[CH2:13][CH2:12]1.C([O-])([O-])=O.[K+].[K+]. The catalyst is CN(C)C=O. The product is [I:1][C:2]1[CH:3]=[CH:4][C:5]([O:10][CH:14]2[CH2:15][CH2:16][O:11][CH2:12][CH2:13]2)=[C:6]([CH:9]=1)[CH:7]=[O:8]. The yield is 0.850. (5) The reactants are [NH2:1][C:2]1[CH:10]=[CH:9][C:8]([Br:11])=[CH:7][C:3]=1[C:4](O)=[O:5].[CH:12]([NH2:14])=O. The catalyst is O. The product is [Br:11][C:8]1[CH:7]=[C:3]2[C:2](=[CH:10][CH:9]=1)[N:1]=[CH:12][NH:14][C:4]2=[O:5]. The yield is 0.900. (6) The reactants are [CH3:1][O:2][C:3](=[O:29])[C:4]([NH:18]C(OCC1C=CC=CC=1)=O)=[CH:5][C:6]1[CH:7]=[C:8]2[C:12](=[C:13]([CH:15]([CH3:17])[CH3:16])[CH:14]=1)[NH:11][N:10]=[CH:9]2. The catalyst is CO.[Pd]. The product is [CH3:1][O:2][C:3](=[O:29])[CH:4]([NH2:18])[CH2:5][C:6]1[CH:7]=[C:8]2[C:12](=[C:13]([CH:15]([CH3:16])[CH3:17])[CH:14]=1)[NH:11][N:10]=[CH:9]2. The yield is 0.900. (7) The yield is 0.972. The reactants are [Br:1][C:2]1[CH:8]=[C:7]([O:9]C)[C:5]([NH2:6])=[CH:4][C:3]=1[Cl:11].B(Br)(Br)Br. The product is [NH2:6][C:5]1[CH:4]=[C:3]([Cl:11])[C:2]([Br:1])=[CH:8][C:7]=1[OH:9]. The catalyst is C(Cl)Cl. (8) The reactants are [Cl:1][C:2]12[C:10]([O:13][CH3:14])([O:11][CH3:12])[C:5]([Cl:15])([C:6]([Cl:9])=[C:7]1[Cl:8])[CH:4](O)[CH:3]2O.I([O-])(=O)(=O)=O.[Na+].[CH3:24][O:25][C:26]1[CH:33]=[CH:32][C:29]([CH2:30][NH2:31])=[CH:28][CH:27]=1.[BH-](OC(C)=O)(OC(C)=O)OC(C)=O.[Na+]. The catalyst is ClCCCl.O. The product is [Cl:15][C:5]12[C:10]([O:11][CH3:12])([O:13][CH3:14])[C:2]([Cl:1])([C:7]([Cl:8])=[C:6]1[Cl:9])[CH2:3][N:31]([CH2:30][C:29]1[CH:32]=[CH:33][C:26]([O:25][CH3:24])=[CH:27][CH:28]=1)[CH2:4]2. The yield is 0.820.